From a dataset of Full USPTO retrosynthesis dataset with 1.9M reactions from patents (1976-2016). Predict the reactants needed to synthesize the given product. (1) Given the product [Cl:63][CH2:64][CH2:65][CH:66]([C:68]1[CH:73]=[CH:72][CH:71]=[CH:70][CH:69]=1)[OH:67].[OH:74][CH:75]([C:82]1[CH:87]=[CH:86][CH:85]=[CH:84][CH:83]=1)[CH2:76][C:77]([O:79][CH2:80][CH3:81])=[O:78].[C:75]([CH2:76][C:77]([O:79][CH2:80][CH3:81])=[O:78])(=[O:74])[C:82]1[CH:87]=[CH:86][CH:85]=[CH:84][CH:83]=1, predict the reactants needed to synthesize it. The reactants are: CNCCC(OC1C=CC(C(F)(F)F)=CC=1)C1C=CC=CC=1.CC1C=CC=CC=1O[C@@H](C1C=CC=CC=1)CCNC.Cl.CNCCC(OC1C=CC=CC=1OC)C1C=CC=CC=1.[Cl:63][CH2:64][CH2:65][CH:66]([C:68]1[CH:73]=[CH:72][CH:71]=[CH:70][CH:69]=1)[OH:67].[OH:74][CH:75]([C:82]1[CH:87]=[CH:86][CH:85]=[CH:84][CH:83]=1)[CH2:76][C:77]([O:79][CH2:80][CH3:81])=[O:78]. (2) Given the product [ClH:31].[N:11]1([C:14]2[N:15]=[CH:16][C:17]([C:20]3[N:21]=[N:22][N:23]([CH2:25][C:26]([O:28][CH2:29][CH3:30])=[O:27])[N:24]=3)=[N:18][CH:19]=2)[CH2:12][CH2:13][NH:8][CH2:9][CH2:10]1, predict the reactants needed to synthesize it. The reactants are: C(OC([N:8]1[CH2:13][CH2:12][N:11]([C:14]2[CH:19]=[N:18][C:17]([C:20]3[N:21]=[N:22][N:23]([CH2:25][C:26]([O:28][CH2:29][CH3:30])=[O:27])[N:24]=3)=[CH:16][N:15]=2)[CH2:10][CH2:9]1)=O)(C)(C)C.[ClH:31]. (3) Given the product [Cl:1][C:2]1[C:10]([C:11]#[N:12])=[CH:9][CH:8]=[C:7]2[C:3]=1[CH:4]=[C:5]([CH2:13][CH2:14][C:15]([F:16])([F:17])[F:18])[N:6]2[CH2:20][C:21]1[N:25]=[C:24]([C:26]2[CH:31]=[CH:30][CH:29]=[C:28]([C:32]([F:35])([F:33])[F:34])[CH:27]=2)[O:23][N:22]=1, predict the reactants needed to synthesize it. The reactants are: [Cl:1][C:2]1[C:10]([C:11]#[N:12])=[CH:9][CH:8]=[C:7]2[C:3]=1[CH:4]=[C:5]([CH2:13][CH2:14][C:15]([F:18])([F:17])[F:16])[NH:6]2.Cl[CH2:20][C:21]1[N:25]=[C:24]([C:26]2[CH:31]=[CH:30][CH:29]=[C:28]([C:32]([F:35])([F:34])[F:33])[CH:27]=2)[O:23][N:22]=1. (4) Given the product [OH:10][CH2:11][CH2:12][CH2:13][C:14]1[CH:19]=[CH:18][N:17]=[C:16]([C:20]#[N:21])[CH:15]=1, predict the reactants needed to synthesize it. The reactants are: C([O-])([O-])=O.[K+].[K+].C([O:10][CH2:11][CH2:12][CH2:13][C:14]1[CH:19]=[CH:18][N:17]=[C:16]([C:20]#[N:21])[CH:15]=1)(=O)C. (5) Given the product [C:55]([NH:63][C:64]1[N:72]=[CH:71][N:70]=[C:69]2[C:65]=1[N:66]=[CH:67][N:68]2[CH:6]1[CH:5]([O:4][C:1](=[O:3])[CH3:2])[CH:9]([O:10][CH2:11][C:12]2[CH:13]=[CH:14][CH:15]=[CH:16][CH:17]=2)[C:8]([C:20]([C:33]2[CH:34]=[CH:35][CH:36]=[CH:37][CH:38]=2)([C:27]2[CH:28]=[CH:29][CH:30]=[CH:31][CH:32]=2)[O:21][SiH2:22][C:23]([CH3:24])([CH3:25])[CH3:26])([CH:18]=[CH2:19])[O:7]1)(=[O:62])[C:56]1[CH:61]=[CH:60][CH:59]=[CH:58][CH:57]=1, predict the reactants needed to synthesize it. The reactants are: [C:1]([O:4][CH:5]1[CH:9]([O:10][CH2:11][C:12]2[CH:17]=[CH:16][CH:15]=[CH:14][CH:13]=2)[C:8]([C:20]([C:33]2[CH:38]=[CH:37][CH:36]=[CH:35][CH:34]=2)([C:27]2[CH:32]=[CH:31][CH:30]=[CH:29][CH:28]=2)[O:21][SiH2:22][C:23]([CH3:26])([CH3:25])[CH3:24])([CH:18]=[CH2:19])[O:7][CH:6]1OC(=O)C)(=[O:3])[CH3:2].O([Si](C)(C)C)S(C(F)(F)F)(=O)=O.[C:55]([NH:63][C:64]1[N:72]=[CH:71][N:70]=[C:69]2[C:65]=1[NH:66][CH:67]=[N:68]2)(=[O:62])[C:56]1[CH:61]=[CH:60][CH:59]=[CH:58][CH:57]=1. (6) Given the product [F:18][C:15]1[CH:16]=[CH:17][C:12]([CH2:11][N:7]2[C:8]3[C:4](=[CH:3][C:2]([C:25]4[CH:24]=[CH:23][C:22]([O:21][C:20]([F:19])([F:31])[F:32])=[CH:27][CH:26]=4)=[CH:10][CH:9]=3)[CH:5]=[CH:6]2)=[CH:13][CH:14]=1, predict the reactants needed to synthesize it. The reactants are: Br[C:2]1[CH:3]=[C:4]2[C:8](=[CH:9][CH:10]=1)[N:7]([CH2:11][C:12]1[CH:17]=[CH:16][C:15]([F:18])=[CH:14][CH:13]=1)[CH:6]=[CH:5]2.[F:19][C:20]([F:32])([F:31])[O:21][C:22]1[CH:27]=[CH:26][C:25](B(O)O)=[CH:24][CH:23]=1. (7) Given the product [C:2]([O:6][C:7]([CH2:8][NH:9][C:13]([NH:12][CH3:11])=[S:14])=[O:10])([CH3:5])([CH3:4])[CH3:3], predict the reactants needed to synthesize it. The reactants are: Cl.[C:2]([O:6][C:7](=[O:10])[CH2:8][NH2:9])([CH3:5])([CH3:4])[CH3:3].[CH3:11][N:12]=[C:13]=[S:14].